This data is from Full USPTO retrosynthesis dataset with 1.9M reactions from patents (1976-2016). The task is: Predict the reactants needed to synthesize the given product. (1) Given the product [Cl-:3].[CH3:5][C:6]1[CH:11]=[C:10]([CH2:12][P+:34]([C:35]2[CH:36]=[CH:37][CH:38]=[CH:39][CH:40]=2)([C:41]2[CH:46]=[CH:45][CH:44]=[CH:43][CH:42]=2)[C:28]2[CH:29]=[CH:30][CH:31]=[CH:32][CH:33]=2)[CH:9]=[CH:8][N:7]=1, predict the reactants needed to synthesize it. The reactants are: S(Cl)([Cl:3])=O.[CH3:5][C:6]1[CH:11]=[C:10]([CH2:12]O)[CH:9]=[CH:8][N:7]=1.C([O-])([O-])=O.[Na+].[Na+].[O-]S([O-])(=O)=O.[Mg+2].[I-].[Na+].[C:28]1([P:34]([C:41]2[CH:46]=[CH:45][CH:44]=[CH:43][CH:42]=2)[C:35]2[CH:40]=[CH:39][CH:38]=[CH:37][CH:36]=2)[CH:33]=[CH:32][CH:31]=[CH:30][CH:29]=1. (2) Given the product [Si:5]([O:6][CH:7]1[C:12]2[CH:13]=[C:14]([CH:25]=[O:26])[O:15][C:11]=2[CH2:10][CH2:9][CH2:8]1)([C:1]([CH3:4])([CH3:3])[CH3:2])([CH3:17])[CH3:16], predict the reactants needed to synthesize it. The reactants are: [C:1]([Si:5]([CH3:17])([CH3:16])[O:6][CH:7]1[C:12]2[CH:13]=[CH:14][O:15][C:11]=2[CH2:10][CH2:9][CH2:8]1)([CH3:4])([CH3:3])[CH3:2].C([Li])CCC.CN(C)[CH:25]=[O:26].[Cl-].[NH4+]. (3) Given the product [CH3:9][C:4]1([CH3:8])[CH2:5][CH2:6][CH2:7][CH:2]([CH3:1])[CH:3]1[CH2:10][CH2:22][C:23]([OH:25])=[O:24].[CH3:19][C:15]1[CH2:16][CH2:17][CH2:18][C:13]([CH3:12])([CH3:26])[C:14]=1/[CH:20]=[CH:21]/[C:22]([O:38][CH2:37][CH3:36])=[O:11], predict the reactants needed to synthesize it. The reactants are: [CH3:1][C:2]1[CH2:7][CH2:6][CH2:5][C:4]([CH3:9])([CH3:8])[C:3]=1[CH:10]=[O:11].[CH3:12][C:13]1([CH3:26])[CH2:18][CH2:17][CH2:16][CH:15]([CH3:19])[CH:14]1[CH2:20][CH2:21][CH2:22][C:23]([OH:25])=[O:24].CC1(C)C(C)CCC1CC[CH2:36][C:37](O)=[O:38]. (4) Given the product [F:1][C:2]1[C:14]([NH:15][CH2:16][C:17]2[CH:22]=[C:21]([OH:23])[CH:20]=[C:19]([C:24]3[CH:29]=[CH:28][CH:27]=[C:26]([F:30])[CH:25]=3)[C:18]=2[F:31])=[C:13]([F:32])[CH:12]=[CH:11][C:3]=1[O:4][CH2:5][C:6]([OH:8])=[O:7], predict the reactants needed to synthesize it. The reactants are: [F:1][C:2]1[C:14]([NH:15][CH2:16][C:17]2[CH:22]=[C:21]([OH:23])[CH:20]=[C:19]([C:24]3[CH:29]=[CH:28][CH:27]=[C:26]([F:30])[CH:25]=3)[C:18]=2[F:31])=[C:13]([F:32])[CH:12]=[CH:11][C:3]=1[O:4][CH2:5][C:6]([O:8]CC)=[O:7].[OH-].[Na+].Cl. (5) Given the product [C:12]1([C:8]2[O:9][C:10]3[C:5]([CH2:6][CH:7]=2)=[CH:4][CH:3]=[C:2]([B:18]2[O:22][C:21]([CH3:24])([CH3:23])[C:20]([CH3:26])([CH3:25])[O:19]2)[CH:11]=3)[CH:17]=[CH:16][CH:15]=[CH:14][CH:13]=1, predict the reactants needed to synthesize it. The reactants are: Br[C:2]1[CH:11]=[C:10]2[C:5]([CH2:6][CH:7]=[C:8]([C:12]3[CH:17]=[CH:16][CH:15]=[CH:14][CH:13]=3)[O:9]2)=[CH:4][CH:3]=1.[B:18]1([B:18]2[O:22][C:21]([CH3:24])([CH3:23])[C:20]([CH3:26])([CH3:25])[O:19]2)[O:22][C:21]([CH3:24])([CH3:23])[C:20]([CH3:26])([CH3:25])[O:19]1.C([O-])(=O)C.[K+]. (6) Given the product [S:1]1[CH:5]=[CH:4][CH:3]=[C:2]1[S:6]([NH:9][C:10]1[CH:11]=[CH:12][CH:13]=[C:14]2[C:18]=1[NH:17][C:16]([C:19]([OH:21])=[O:20])=[CH:15]2)(=[O:8])=[O:7], predict the reactants needed to synthesize it. The reactants are: [S:1]1[CH:5]=[CH:4][CH:3]=[C:2]1[S:6]([NH:9][C:10]1[CH:11]=[CH:12][CH:13]=[C:14]2[C:18]=1[NH:17][C:16]([C:19]([O:21]CC)=[O:20])=[CH:15]2)(=[O:8])=[O:7].[OH-].[Na+].O1CCCC1. (7) Given the product [I-:50].[CH3:7][O:8][C:9]1[CH:10]=[C:11]([CH2:17][C@:18]2([CH2:32][CH2:33][C:34]([O:36][C:37]([CH3:40])([CH3:39])[CH3:38])=[O:35])[C:27]3[C:22](=[CH:23][C:24]([O:30][CH3:31])=[C:25]([O:28][CH3:29])[CH:26]=3)[CH2:21][CH2:20][NH+:19]2[CH3:1])[CH:12]=[CH:13][C:14]=1[O:15][CH3:16], predict the reactants needed to synthesize it. The reactants are: [C:1](O)(=O)C(O)=O.[CH3:7][O:8][C:9]1[CH:10]=[C:11]([CH2:17][C@:18]2([CH2:32][CH2:33][C:34]([O:36][C:37]([CH3:40])([CH3:39])[CH3:38])=[O:35])[C:27]3[C:22](=[CH:23][C:24]([O:30][CH3:31])=[C:25]([O:28][CH3:29])[CH:26]=3)[CH2:21][CH2:20][NH:19]2)[CH:12]=[CH:13][C:14]=1[O:15][CH3:16].[OH-].[NH4+].C1(C)C=CC=CC=1.[I:50]C.